From a dataset of Reaction yield outcomes from USPTO patents with 853,638 reactions. Predict the reaction yield, written as a fraction of the theoretical maximum amount of product (1.0 means a 100% yield; for example, 0.34 means a 34% yield). (1) The reactants are [CH3:1][O:2][C:3](=[O:28])[CH2:4][N:5]1[C:11](=[O:12])[C@@H:10]([NH:13][C:14](=[O:23])[CH2:15][CH2:16][C:17]2[CH:22]=[CH:21][CH:20]=[CH:19][CH:18]=2)[CH2:9][NH:8][C:7]2[CH:24]=[CH:25][CH:26]=[CH:27][C:6]1=2.C(=O)([O-])[O-].[Ca+2].[CH2:34](Br)[C:35]1[CH:40]=[CH:39][CH:38]=[CH:37][CH:36]=1.CN(C)C=O. The catalyst is C(OCC)(=O)C. The product is [CH3:1][O:2][C:3](=[O:28])[CH2:4][N:5]1[C:11](=[O:12])[C@@H:10]([NH:13][C:14](=[O:23])[CH2:15][CH2:16][C:17]2[CH:18]=[CH:19][CH:20]=[CH:21][CH:22]=2)[CH2:9][N:8]([CH2:34][C:35]2[CH:40]=[CH:39][CH:38]=[CH:37][CH:36]=2)[C:7]2[CH:24]=[CH:25][CH:26]=[CH:27][C:6]1=2. The yield is 0.750. (2) The reactants are [Cl:1][C:2]1[CH:7]=[CH:6][C:5]([S:8]([N:11]2[C@H:16]([C:17]([OH:19])=O)[CH2:15][CH2:14][CH2:13][C@@H:12]2[C:20]([OH:22])=O)(=[O:10])=[O:9])=[CH:4][CH:3]=1.[NH2:23][C:24]1[CH:29]=[CH:28][CH:27]=[CH:26][CH:25]=1.CCN(CC)CC.CN(C(ON1N=NC2C=CC=NC1=2)=[N+](C)C)C.F[P-](F)(F)(F)(F)F. The catalyst is CN(C=O)C.O. The product is [Cl:1][C:2]1[CH:3]=[CH:4][C:5]([S:8]([N:11]2[CH:16]3[CH2:15][CH2:14][CH2:13][CH:12]2[C:20](=[O:22])[N:23]([C:24]2[CH:29]=[CH:28][CH:27]=[CH:26][CH:25]=2)[C:17]3=[O:19])(=[O:9])=[O:10])=[CH:6][CH:7]=1. The yield is 0.820. (3) The reactants are [F:1][C:2]1[CH:10]=[C:9]([O:11][C:12]([F:15])([F:14])[F:13])[CH:8]=[CH:7][C:3]=1C(O)=O.C1C=CC(P(N=[N+]=[N-])(C2C=CC=CC=2)=[O:23])=CC=1.CC[N:35]([CH2:38]C)CC.[CH3:40][C:41]([OH:44])([CH3:43])[CH3:42]. No catalyst specified. The product is [F:1][C:2]1[CH:10]=[C:9]([O:11][C:12]([F:13])([F:14])[F:15])[CH:8]=[CH:7][C:3]=1[NH:35][C:38](=[O:23])[O:44][C:41]([CH3:43])([CH3:42])[CH3:40]. The yield is 0.500. (4) The reactants are [NH:1]1[C:5]2=[N:6][CH:7]=[C:8]([C:10]3[C:18]4[C:17]([NH:19][C@H:20]([C:22]5[N:27]([C:28]6[CH:33]=[CH:32][CH:31]=[CH:30][CH:29]=6)[C:26](=[O:34])[C:25]6=[C:35]([CH3:38])[CH:36]=[CH:37][N:24]6[N:23]=5)[CH3:21])=[N:16][CH:15]=[N:14][C:13]=4[N:12](COCC[Si](C)(C)C)[CH:11]=3)[CH:9]=[C:4]2[CH:3]=[CH:2]1.FC(F)(F)C(O)=O.N. No catalyst specified. The product is [NH:1]1[C:5]2=[N:6][CH:7]=[C:8]([C:10]3[C:18]4[C:17]([NH:19][C@H:20]([C:22]5[N:27]([C:28]6[CH:33]=[CH:32][CH:31]=[CH:30][CH:29]=6)[C:26](=[O:34])[C:25]6=[C:35]([CH3:38])[CH:36]=[CH:37][N:24]6[N:23]=5)[CH3:21])=[N:16][CH:15]=[N:14][C:13]=4[NH:12][CH:11]=3)[CH:9]=[C:4]2[CH:3]=[CH:2]1. The yield is 0.440. (5) The reactants are [CH2:1]([O:5][C:6]1[CH:10]=[C:9]([CH2:11][CH2:12][C:13]([O:15]CC)=[O:14])[N:8]([CH2:18][C:19]2[CH:24]=[CH:23][C:22]([Cl:25])=[CH:21][C:20]=2[Cl:26])[N:7]=1)[CH2:2][CH2:3][CH3:4].[OH-].[Na+].O1CCCC1. The catalyst is C(O)C. The product is [CH2:1]([O:5][C:6]1[CH:10]=[C:9]([CH2:11][CH2:12][C:13]([OH:15])=[O:14])[N:8]([CH2:18][C:19]2[CH:24]=[CH:23][C:22]([Cl:25])=[CH:21][C:20]=2[Cl:26])[N:7]=1)[CH2:2][CH2:3][CH3:4]. The yield is 0.880. (6) The reactants are [H-].[H-].[H-].[H-].[Li+].[Al+3].[C:7]1([C:13]2[N:14]=[C:15]([C:18]3([C:24]#[N:25])[CH2:23][CH2:22][O:21][CH2:20][CH2:19]3)[S:16][CH:17]=2)[CH:12]=[CH:11][CH:10]=[CH:9][CH:8]=1. The catalyst is C1COCC1. The product is [C:7]1([C:13]2[N:14]=[C:15]([C:18]3([CH2:24][NH2:25])[CH2:19][CH2:20][O:21][CH2:22][CH2:23]3)[S:16][CH:17]=2)[CH:8]=[CH:9][CH:10]=[CH:11][CH:12]=1. The yield is 0.370. (7) The reactants are [C@@H:1]12[CH2:7][N:6](C(OC(C)(C)C)=O)[C@@H:5]1[CH2:4][N:3]([C:15]([O:17][CH2:18][C:19]1[CH:24]=[CH:23][CH:22]=[CH:21][CH:20]=1)=[O:16])[CH2:2]2.FC(F)(F)C(O)=O. The catalyst is C(Cl)Cl. The product is [C@@H:1]12[CH2:7][NH:6][C@@H:5]1[CH2:4][N:3]([C:15]([O:17][CH2:18][C:19]1[CH:24]=[CH:23][CH:22]=[CH:21][CH:20]=1)=[O:16])[CH2:2]2. The yield is 0.970.